This data is from Full USPTO retrosynthesis dataset with 1.9M reactions from patents (1976-2016). The task is: Predict the reactants needed to synthesize the given product. (1) Given the product [CH3:25][C:24]1[O:23][C:22]([C:26]2[CH:31]=[CH:30][C:29]([C:32]([F:34])([F:33])[F:35])=[CH:28][CH:27]=2)=[N:21][C:20]=1[CH2:19][O:18][C:15]1[CH:14]=[CH:13][C:12]([CH:8]([C:9]#[C:10][CH3:11])[CH2:7][C:6]([OH:36])=[O:5])=[CH:17][CH:16]=1, predict the reactants needed to synthesize it. The reactants are: [OH-].[K+].C([O:5][C:6](=[O:36])[CH2:7][CH:8]([C:12]1[CH:17]=[CH:16][C:15]([O:18][CH2:19][C:20]2[N:21]=[C:22]([C:26]3[CH:31]=[CH:30][C:29]([C:32]([F:35])([F:34])[F:33])=[CH:28][CH:27]=3)[O:23][C:24]=2[CH3:25])=[CH:14][CH:13]=1)[C:9]#[C:10][CH3:11])C.Cl. (2) Given the product [Cl:1][C:2]1[CH:11]=[CH:10][CH:9]=[C:8]2[C:3]=1[N:4]=[C:5]([C:25]1[CH:30]=[CH:29][CH:28]=[CH:27][C:26]=1[S:31]([CH3:34])(=[O:33])=[O:32])[C:6]([C@@H:12]([NH2:14])[CH3:13])=[N:7]2, predict the reactants needed to synthesize it. The reactants are: [Cl:1][C:2]1[CH:11]=[CH:10][CH:9]=[C:8]2[C:3]=1[N:4]=[C:5]([C:25]1[CH:30]=[CH:29][CH:28]=[CH:27][C:26]=1[S:31]([CH3:34])(=[O:33])=[O:32])[C:6]([C@@H:12]([N:14]1C(=O)C3C(=CC=CC=3)C1=O)[CH3:13])=[N:7]2.NN. (3) Given the product [Br:1][C:2]1[CH:7]=[C:6]([C:8]([F:9])([F:11])[F:10])[C:5]([NH:12][C:28]([C:24]2[O:25][C:26]([CH3:27])=[C:22]([C:18]([CH3:20])([CH3:19])[CH3:21])[N:23]=2)=[O:29])=[C:4]([N+:13]([O-:15])=[O:14])[CH:3]=1, predict the reactants needed to synthesize it. The reactants are: [Br:1][C:2]1[CH:7]=[C:6]([C:8]([F:11])([F:10])[F:9])[C:5]([NH2:12])=[C:4]([N+:13]([O-:15])=[O:14])[CH:3]=1.[H-].[Na+].[C:18]([C:22]1[N:23]=[C:24]([C:28](Cl)=[O:29])[O:25][C:26]=1[CH3:27])([CH3:21])([CH3:20])[CH3:19]. (4) The reactants are: [NH2:1][C:2]1[C:6]2[C:7](=[O:23])[N:8]([C:11]3[C:16]([F:17])=[CH:15][C:14]([NH:18][C:19](=[O:21])[CH3:20])=[CH:13][C:12]=3[F:22])[CH:9]=[CH:10][C:5]=2[NH:4][N:3]=1.[Br:24]Br. Given the product [BrH:24].[NH2:1][C:2]1[C:6]2[C:7](=[O:23])[N:8]([C:11]3[C:12]([F:22])=[CH:13][C:14]([NH:18][C:19](=[O:21])[CH3:20])=[CH:15][C:16]=3[F:17])[CH:9]=[C:10]([Br:24])[C:5]=2[NH:4][N:3]=1, predict the reactants needed to synthesize it. (5) Given the product [C:1]([NH:4][C:5]1[CH:6]=[C:7]([CH2:8][C:9](=[O:29])[CH3:26])[C:12]([C:11](=[O:10])[C:17]2[CH:22]=[CH:21][C:20]([N+:23]([O-:25])=[O:24])=[CH:19][CH:18]=2)=[CH:13][C:14]=1[O:15][CH3:16])(=[O:3])[CH3:2], predict the reactants needed to synthesize it. The reactants are: [C:1]([NH:4][C:5]1[CH:6]=[C:7]2[C:12](=[CH:13][C:14]=1[O:15][CH3:16])[CH:11]([C:17]1[CH:22]=[CH:21][C:20]([N+:23]([O-:25])=[O:24])=[CH:19][CH:18]=1)[O:10][CH:9]([CH3:26])[CH2:8]2)(=[O:3])[CH3:2].CC(C)=[O:29]. (6) Given the product [CH:13]1([C:12]2[C:3]3[C:4](=[C:5]([O:8][CH3:9])[N:6]=[CH:7][CH:2]=3)[N:10]([C:18]3[CH:19]=[C:20]([C:23]([NH2:25])=[O:24])[S:21][CH:22]=3)[N:11]=2)[CH2:14][CH2:15][CH2:16][CH2:17]1, predict the reactants needed to synthesize it. The reactants are: Br[C:2]1[CH:7]=[N:6][C:5]([O:8][CH3:9])=[C:4]2[N:10]([C:18]3[CH:19]=[C:20]([C:23]([NH2:25])=[O:24])[S:21][CH:22]=3)[N:11]=[C:12]([CH:13]3[CH2:17][CH2:16][CH2:15][CH2:14]3)[C:3]=12.C(O)C. (7) Given the product [CH2:2]([O:9][C:10]1[CH:11]=[CH:12][C:13]([N:19]([C:20]([O:22][CH2:23][CH:24]([CH3:25])[CH3:26])=[O:21])[CH:27]2[CH2:32][CH2:31][N:30]([C:33]([O:35][C:36]([CH3:38])([CH3:39])[CH3:37])=[O:34])[CH2:29][CH2:28]2)=[C:14]([C:15](=[O:16])[NH:84][CH2:73][C:74]2[CH:83]=[CH:82][C:79]([O:80][CH3:81])=[C:76]([O:77][CH3:78])[CH:75]=2)[CH:18]=1)[C:3]1[CH:4]=[CH:5][CH:6]=[CH:7][CH:8]=1, predict the reactants needed to synthesize it. The reactants are: [Na].[CH2:2]([O:9][C:10]1[CH:11]=[CH:12][C:13]([N:19]([CH:27]2[CH2:32][CH2:31][N:30]([C:33]([O:35][C:36]([CH3:39])([CH3:38])[CH3:37])=[O:34])[CH2:29][CH2:28]2)[C:20]([O:22][CH2:23][CH:24]([CH3:26])[CH3:25])=[O:21])=[C:14]([CH:18]=1)[C:15](O)=[O:16])[C:3]1[CH:8]=[CH:7][CH:6]=[CH:5][CH:4]=1.CCN(C(C)C)C(C)C.CN(C(ON1N=NC2C=CC=CC1=2)=[N+](C)C)C.F[P-](F)(F)(F)(F)F.[CH2:73]([NH2:84])[C:74]1[CH:83]=[CH:82][C:79]([O:80][CH3:81])=[C:76]([O:77][CH3:78])[CH:75]=1. (8) Given the product [CH3:1][O:2][C:3]([C:5]1[CH:6]=[C:7]([CH2:11][O:12][CH2:13][C@@H:14]([C:16]([NH2:18])=[O:17])[NH2:15])[CH:8]=[CH:9][CH:10]=1)=[O:4], predict the reactants needed to synthesize it. The reactants are: [CH3:1][O:2][C:3]([C:5]1[CH:6]=[C:7]([CH2:11][O:12][CH2:13][C@@H:14]([C:16]([NH:18]C(OC(C)(C)C)=O)=[O:17])[NH2:15])[CH:8]=[CH:9][CH:10]=1)=[O:4].Cl. (9) Given the product [C:86]([O:85][C:83]([N:80]1[CH2:81][CH2:82][CH:77]([NH:76][C:26](=[O:27])[C:25]2[CH:29]=[C:30]([F:31])[C:22]([NH:21][C:19]3[N:18]=[CH:17][C:8]4[N:9]([CH3:16])[C:10](=[O:15])[C:11]([F:14])([F:13])[CH2:12][N:6]([CH:1]5[CH2:2][CH2:3][CH2:4][CH2:5]5)[C:7]=4[N:20]=3)=[CH:23][C:24]=2[F:32])[CH2:78][CH2:79]1)=[O:84])([CH3:89])([CH3:87])[CH3:88], predict the reactants needed to synthesize it. The reactants are: [CH:1]1([N:6]2[CH2:12][C:11]([F:14])([F:13])[C:10](=[O:15])[N:9]([CH3:16])[C:8]3[CH:17]=[N:18][C:19]([NH:21][C:22]4[C:30]([F:31])=[CH:29][C:25]([C:26](O)=[O:27])=[C:24]([F:32])[CH:23]=4)=[N:20][C:7]2=3)[CH2:5][CH2:4][CH2:3][CH2:2]1.ON1C2C=CC=CC=2N=N1.F[P-](F)(F)(F)(F)F.CN(C(N(C)C)=[N+]1C2C=CC=CC=2[N+]([O-])=N1)C.C(N(C(C)C)CC)(C)C.[NH2:76][CH:77]1[CH2:82][CH2:81][N:80]([C:83]([O:85][C:86]([CH3:89])([CH3:88])[CH3:87])=[O:84])[CH2:79][CH2:78]1. (10) Given the product [CH2:1]([O:8][C:9]1[CH:14]=[C:13]([O:15][CH2:16][C:17]2[CH:22]=[CH:21][CH:20]=[CH:19][CH:18]=2)[C:12]([CH:23]([CH3:25])[CH3:24])=[CH:11][C:10]=1[C:26]1[O:30][N:29]=[C:28]([C:31]([NH:33][CH2:34][CH3:35])=[O:32])[C:27]=1[C:45]1[O:44][N:43]=[C:42]([C:39]2[CH:40]=[CH:41][S:37][CH:38]=2)[CH:46]=1)[C:2]1[CH:7]=[CH:6][CH:5]=[CH:4][CH:3]=1, predict the reactants needed to synthesize it. The reactants are: [CH2:1]([O:8][C:9]1[CH:14]=[C:13]([O:15][CH2:16][C:17]2[CH:22]=[CH:21][CH:20]=[CH:19][CH:18]=2)[C:12]([CH:23]([CH3:25])[CH3:24])=[CH:11][C:10]=1[C:26]1[O:30][N:29]=[C:28]([C:31]([NH:33][CH2:34][CH3:35])=[O:32])[C:27]=1I)[C:2]1[CH:7]=[CH:6][CH:5]=[CH:4][CH:3]=1.[S:37]1[CH:41]=[CH:40][C:39]([C:42]2[CH:46]=[C:45]([Sn](CCCC)(CCCC)CCCC)[O:44][N:43]=2)=[CH:38]1.